From a dataset of Full USPTO retrosynthesis dataset with 1.9M reactions from patents (1976-2016). Predict the reactants needed to synthesize the given product. (1) Given the product [Cl:1][C:2]1[CH:18]=[CH:17][C:5]([O:6][C:7]2[CH:14]=[CH:13][C:12]([CH2:15][O:16][C:21]3[CH:38]=[C:25]4[NH:26][CH:27]([CH3:30])[CH2:28][CH2:29][N:24]4[C:23](=[O:39])[N:22]=3)=[CH:11][C:8]=2[C:9]#[N:10])=[CH:4][C:3]=1[F:19], predict the reactants needed to synthesize it. The reactants are: [Cl:1][C:2]1[CH:18]=[CH:17][C:5]([O:6][C:7]2[CH:14]=[CH:13][C:12]([CH2:15][OH:16])=[CH:11][C:8]=2[C:9]#[N:10])=[CH:4][C:3]=1[F:19].Cl[C:21]1[CH:38]=[C:25]2[N:26](C(OC(C)(C)C)=O)[CH:27]([CH3:30])[CH2:28][CH2:29][N:24]2[C:23](=[O:39])[N:22]=1. (2) Given the product [CH2:1]([O:3][C:4](=[O:23])[C:5]1[C:10]([CH3:24])=[CH:9][C:8]([C:12]2[C:17]([CH2:18][CH3:19])=[CH:16][CH:15]=[CH:14][C:13]=2[CH2:20][CH3:21])=[N:7][C:6]=1[CH3:22])[CH3:2], predict the reactants needed to synthesize it. The reactants are: [CH2:1]([O:3][C:4](=[O:23])[C:5]1[C:10](Cl)=[CH:9][C:8]([C:12]2[C:17]([CH2:18][CH3:19])=[CH:16][CH:15]=[CH:14][C:13]=2[CH2:20][CH3:21])=[N:7][C:6]=1[CH3:22])[CH3:2].[CH3:24]B(O)O.C(=O)([O-])[O-].[Na+].[Na+]. (3) Given the product [F:1][C:2]1[CH:3]=[C:4]([C@@:15]([C:41]2[CH:42]=[CH:43][C:44]([F:47])=[CH:45][CH:46]=2)([NH2:48])[CH2:16][C:17]2[N:18]=[N:19][NH:20][N:21]=2)[CH:5]=[C:6]([O:8][C:9]([F:14])([F:13])[CH:10]([F:11])[F:12])[CH:7]=1, predict the reactants needed to synthesize it. The reactants are: [F:1][C:2]1[CH:3]=[C:4]([C@:15]([NH:48][S@@](C(C)(C)C)=O)([C:41]2[CH:46]=[CH:45][C:44]([F:47])=[CH:43][CH:42]=2)[CH2:16][C:17]2[N:18]=[N:19][N:20](C(C3C=CC=CC=3)(C3C=CC=CC=3)C3C=CC=CC=3)[N:21]=2)[CH:5]=[C:6]([O:8][C:9]([F:14])([F:13])[CH:10]([F:12])[F:11])[CH:7]=1.Cl. (4) Given the product [C:12]([O:16][C:17]([NH:19][NH:20][C:5]([C:4]1[CH:8]=[C:9]([CH3:11])[N:10]=[C:2]([CH3:1])[CH:3]=1)=[O:7])=[O:18])([CH3:15])([CH3:14])[CH3:13], predict the reactants needed to synthesize it. The reactants are: [CH3:1][C:2]1[CH:3]=[C:4]([CH:8]=[C:9]([CH3:11])[N:10]=1)[C:5]([OH:7])=O.[C:12]([O:16][C:17]([NH:19][NH2:20])=[O:18])([CH3:15])([CH3:14])[CH3:13].CCN(C(C)C)C(C)C.CN(C(ON1N=NC2C=CC=CC1=2)=[N+](C)C)C.[B-](F)(F)(F)F. (5) The reactants are: [Br:1]Br.[CH3:3][C:4]1([CH3:12])[CH2:11][C:9](=[O:10])[CH2:8][C:6](=[O:7])[CH2:5]1. Given the product [Br:1][CH:8]1[C:6](=[O:7])[CH2:5][C:4]([CH3:12])([CH3:3])[CH2:11][C:9]1=[O:10], predict the reactants needed to synthesize it. (6) Given the product [F:1][C:2]1[CH:3]=[CH:4][C:5]([S:8]([N:11]([CH:12]([CH3:13])[CH3:14])[CH2:15][C:16]([NH:36][CH2:35][CH:31]2[O:32][CH2:33][CH2:34][N:29]([C:26]3[CH:25]=[CH:24][C:23]([C:22]([F:38])([F:37])[F:21])=[CH:28][N:27]=3)[CH2:30]2)=[O:18])(=[O:9])=[O:10])=[CH:6][CH:7]=1, predict the reactants needed to synthesize it. The reactants are: [F:1][C:2]1[CH:7]=[CH:6][C:5]([S:8]([N:11]([CH2:15][C:16]([OH:18])=O)[CH:12]([CH3:14])[CH3:13])(=[O:10])=[O:9])=[CH:4][CH:3]=1.Cl.Cl.[F:21][C:22]([F:38])([F:37])[C:23]1[CH:24]=[CH:25][C:26]([N:29]2[CH2:34][CH2:33][O:32][CH:31]([CH2:35][NH2:36])[CH2:30]2)=[N:27][CH:28]=1.CN([P+](ON1N=NC2C=CC=CC1=2)(N(C)C)N(C)C)C.F[P-](F)(F)(F)(F)F. (7) The reactants are: [CH2:1]([C:3]1[C:8]([C:9]#[C:10][Si](C)(C)C)=[CH:7][N:6]=[C:5]([NH2:15])[CH:4]=1)[CH3:2].C([O-])([O-])=O.[K+].[K+]. Given the product [CH2:1]([C:3]1[C:8]([C:9]#[CH:10])=[CH:7][N:6]=[C:5]([NH2:15])[CH:4]=1)[CH3:2], predict the reactants needed to synthesize it. (8) Given the product [Cl:74][C:71]1[CH:72]=[C:73]2[C:68](=[CH:69][CH:70]=1)[NH:67][CH:66]=[C:65]2[CH2:64][N:49]1[C:48]([C:44]2[N:45]([CH3:47])[CH:46]=[C:42]([CH:39]([OH:41])[CH3:40])[CH:43]=2)=[C:56]2[C:51]([N:52]([CH2:60][CH:61]([CH3:63])[CH3:62])[C:53](=[O:59])[N:54]([CH3:58])[C:55]2=[O:57])=[N:50]1, predict the reactants needed to synthesize it. The reactants are: N(C1N(CC(C)C)C(=O)N(C)C(=O)C=1)N.ClC1C=C2C(=CC=1)NC=C2C=O.C(C1C=C(C=O)N(C)C=1)(=O)C.[C:39]([C:42]1[CH:43]=[C:44]([C:48]2[N:49]([CH2:64][C:65]3[C:73]4[C:68](=[CH:69][CH:70]=[C:71]([Cl:74])[CH:72]=4)[NH:67][CH:66]=3)[N:50]=[C:51]3[C:56]=2[C:55](=[O:57])[N:54]([CH3:58])[C:53](=[O:59])[N:52]3[CH2:60][CH:61]([CH3:63])[CH3:62])[N:45]([CH3:47])[CH:46]=1)(=[O:41])[CH3:40].[BH4-].[Na+].